Task: Predict the product of the given reaction.. Dataset: Forward reaction prediction with 1.9M reactions from USPTO patents (1976-2016) (1) Given the reactants CC(OC([NH:8][C:9]([CH3:15])([C:11]([NH:13][CH3:14])=[O:12])[CH3:10])=O)(C)C.[ClH:16], predict the reaction product. The product is: [ClH:16].[CH3:14][NH:13][C:11](=[O:12])[C:9]([CH3:15])([CH3:10])[NH2:8]. (2) The product is: [O:8]1[C:7]2[CH:11]=[CH:12][C:4]([C:3]3[N:1]=[CH:2][O:31][C:30]=3[C:28]3[CH:27]=[CH:26][CH:25]=[C:24]([CH3:23])[N:29]=3)=[CH:5][C:6]=2[O:10][CH2:9]1. Given the reactants [N+:1]([CH:3](S(C1C=CC(C)=CC=1)(=O)=O)[C:4]1[CH:12]=[CH:11][C:7]2[O:8][CH2:9][O:10][C:6]=2[CH:5]=1)#[C-:2].[CH3:23][C:24]1[N:29]=[C:28]([CH:30]=[O:31])[CH:27]=[CH:26][CH:25]=1.C(=O)([O-])[O-].[K+].[K+].O, predict the reaction product. (3) Given the reactants [CH2:1]([O:8][C:9]1[CH:14]=[CH:13][C:12]([NH:15][C:16]2[C:25]3[C:20](=[CH:21][CH:22]=[C:23](Br)[CH:24]=3)[N:19]=[CH:18][N:17]=2)=[CH:11][CH:10]=1)[C:2]1[CH:7]=[CH:6][CH:5]=[CH:4][CH:3]=1.C([Sn](CCCC)(CCCC)[C:32]1[O:33][CH:34]=[CH:35][CH:36]=1)CCC, predict the reaction product. The product is: [CH2:1]([O:8][C:9]1[CH:14]=[CH:13][C:12]([NH:15][C:16]2[C:25]3[C:20](=[CH:21][CH:22]=[C:23]([C:32]4[O:33][CH:34]=[CH:35][CH:36]=4)[CH:24]=3)[N:19]=[CH:18][N:17]=2)=[CH:11][CH:10]=1)[C:2]1[CH:7]=[CH:6][CH:5]=[CH:4][CH:3]=1. (4) Given the reactants Cl[C:2]1[N:7]=[C:6]([NH:8][C:9]([C:11]2([C:14]3[CH:15]=[CH:16][C:17]4[O:21][CH2:20][CH2:19][C:18]=4[CH:22]=3)[CH2:13][CH2:12]2)=[O:10])[CH:5]=[C:4]([CH3:23])[CH:3]=1.[CH3:24][O:25][C:26]1[N:31]=[CH:30][C:29](B(O)O)=[CH:28][CH:27]=1.C([O-])([O-])=O.[Na+].[Na+], predict the reaction product. The product is: [O:21]1[C:17]2[CH:16]=[CH:15][C:14]([C:11]3([C:9]([NH:8][C:6]4[N:7]=[C:2]([C:29]5[CH:30]=[N:31][C:26]([O:25][CH3:24])=[CH:27][CH:28]=5)[CH:3]=[C:4]([CH3:23])[CH:5]=4)=[O:10])[CH2:13][CH2:12]3)=[CH:22][C:18]=2[CH2:19][CH2:20]1. (5) Given the reactants [O:1]1[CH2:6][CH2:5][O:4][C:3]2[CH:7]=[C:8]([C:11]3[NH:12][C:13]4[N:14]([N:18]=[CH:19][C:20]=4[C:21]([NH2:23])=[O:22])[C:15](=[O:17])[CH:16]=3)[CH:9]=[CH:10][C:2]1=2.[CH3:24][C:25]([N:27]([CH3:29])[CH3:28])=O.[CH3:24][C:25]([N:27]([CH3:29])[CH3:28])=O, predict the reaction product. The product is: [O:1]1[CH2:6][CH2:5][O:4][C:3]2[CH:7]=[C:8]([C:11]3[NH:12][C:13]4[N:14]([N:18]=[CH:19][C:20]=4[C:21](/[N:23]=[C:25](/[N:27]([CH3:29])[CH3:28])\[CH3:24])=[O:22])[C:15](=[O:17])[CH:16]=3)[CH:9]=[CH:10][C:2]1=2. (6) Given the reactants Cl[C:2]1[N:7]=[CH:6][C:5]2[C:8]([CH3:14])([CH3:13])[C:9](=[O:12])[N:10]([CH3:11])[C:4]=2[CH:3]=1.C(=O)([O-])[O-].[Na+].[Na+].[F:21][C:22]1[CH:27]=[C:26](B2OC(C)(C)C(C)(C)O2)[CH:25]=[CH:24][N:23]=1, predict the reaction product. The product is: [F:21][C:22]1[CH:27]=[C:26]([C:2]2[N:7]=[CH:6][C:5]3[C:8]([CH3:14])([CH3:13])[C:9](=[O:12])[N:10]([CH3:11])[C:4]=3[CH:3]=2)[CH:25]=[CH:24][N:23]=1.